This data is from Reaction yield outcomes from USPTO patents with 853,638 reactions. The task is: Predict the reaction yield, written as a fraction of the theoretical maximum amount of product (1.0 means a 100% yield; for example, 0.34 means a 34% yield). (1) The reactants are [Cl:1][C:2]1[N:7]=[C:6]([C:8]2[CH:9]=[C:10]([CH:17]=[CH:18][CH:19]=2)[CH2:11]OS(C)(=O)=O)[CH:5]=[CH:4][N:3]=1.[C:20]([O:24][C:25]([N:27]1[CH2:32][CH2:31][NH:30][CH2:29][C@@H:28]1[CH3:33])=[O:26])([CH3:23])([CH3:22])[CH3:21].C(N(C(C)C)CC)(C)C. The catalyst is COCCOC. The product is [C:20]([O:24][C:25]([N:27]1[CH2:32][CH2:31][N:30]([CH2:11][C:10]2[CH:17]=[CH:18][CH:19]=[C:8]([C:6]3[CH:5]=[CH:4][N:3]=[C:2]([Cl:1])[N:7]=3)[CH:9]=2)[CH2:29][C@@H:28]1[CH3:33])=[O:26])([CH3:23])([CH3:21])[CH3:22]. The yield is 0.640. (2) The reactants are [OH:1][C:2]1([C:7]2[N:8]=[N:9][N:10]([CH2:12][C:13]([O:15]CC)=[O:14])[CH:11]=2)[CH2:6][CH2:5][CH2:4][CH2:3]1.[OH-].[Na+].C.OS([O-])(=O)=O.[Na+]. The catalyst is O.CCOC(C)=O. The product is [OH:1][C:2]1([C:7]2[N:8]=[N:9][N:10]([CH2:12][C:13]([OH:15])=[O:14])[CH:11]=2)[CH2:6][CH2:5][CH2:4][CH2:3]1. The yield is 0.870. (3) The reactants are [C:1]([N:8]1[CH2:14][CH2:13][CH2:12][NH:11][CH2:10][CH2:9]1)([O:3][C:4]([CH3:7])([CH3:6])[CH3:5])=[O:2].BrC1[CH:23]=[CH:22][C:21]([O:24][CH3:25])=[CH:20][C:17]=1[C:18]#[N:19].CC1(C)C2C(=C(P(C3C=CC=CC=3)C3C=CC=CC=3)C=CC=2)OC2C(P(C3C=CC=CC=3)C3C=CC=CC=3)=CC=CC1=2.CC(C)([O-])C.[Na+]. The catalyst is O1CCOCC1.C1C=CC(/C=C/C(/C=C/C2C=CC=CC=2)=O)=CC=1.C1C=CC(/C=C/C(/C=C/C2C=CC=CC=2)=O)=CC=1.C1C=CC(/C=C/C(/C=C/C2C=CC=CC=2)=O)=CC=1.[Pd].[Pd]. The product is [C:4]([O:3][C:1]([N:8]1[CH2:9][CH2:10][N:11]([C:12]2[CH:23]=[CH:22][C:21]([O:24][CH3:25])=[CH:20][C:17]=2[C:18]#[N:19])[CH2:13][CH2:14]1)=[O:2])([CH3:5])([CH3:6])[CH3:7]. The yield is 0.920. (4) The reactants are Br[C:2]1[CH:3]=[C:4]([N:13]([CH2:20][CH3:21])[CH:14]2[CH2:19][CH2:18][O:17][CH2:16][CH2:15]2)[C:5]([CH3:12])=[C:6]([CH:11]=1)[C:7]([O:9][CH3:10])=[O:8].[O:22]1[CH2:27][CH2:26][N:25]([CH2:28][C:29]2[CH:34]=[CH:33][C:32](B3OC(C)(C)C(C)(C)O3)=[CH:31][CH:30]=2)[CH2:24][CH2:23]1.C([O-])([O-])=O.[Na+].[Na+]. The catalyst is O1CCOCC1.O.O.C1C=CC([P]([Pd]([P](C2C=CC=CC=2)(C2C=CC=CC=2)C2C=CC=CC=2)([P](C2C=CC=CC=2)(C2C=CC=CC=2)C2C=CC=CC=2)[P](C2C=CC=CC=2)(C2C=CC=CC=2)C2C=CC=CC=2)(C2C=CC=CC=2)C2C=CC=CC=2)=CC=1. The product is [CH2:20]([N:13]([CH:14]1[CH2:19][CH2:18][O:17][CH2:16][CH2:15]1)[C:4]1[C:5]([CH3:12])=[C:6]([C:7]([O:9][CH3:10])=[O:8])[CH:11]=[C:2]([C:32]2[CH:31]=[CH:30][C:29]([CH2:28][N:25]3[CH2:26][CH2:27][O:22][CH2:23][CH2:24]3)=[CH:34][CH:33]=2)[CH:3]=1)[CH3:21]. The yield is 0.590.